Dataset: Reaction yield outcomes from USPTO patents with 853,638 reactions. Task: Predict the reaction yield, written as a fraction of the theoretical maximum amount of product (1.0 means a 100% yield; for example, 0.34 means a 34% yield). (1) The reactants are P(Cl)(Cl)(Cl)=O.[Br:6][C:7]1[CH:8]=[N:9][CH:10]=[C:11]([CH:15]=1)[C:12]([NH2:14])=O. No catalyst specified. The product is [Br:6][C:7]1[CH:8]=[N:9][CH:10]=[C:11]([C:12]#[N:14])[CH:15]=1. The yield is 0.820. (2) The reactants are [CH3:1][C:2]1[N:25]([CH3:26])[C:5]2[CH:6]=[C:7]([C:22]([OH:24])=O)[C:8]3[CH2:9][CH2:10][C:11]4([NH:20][C:21]=3[C:4]=2[N:3]=1)[CH2:19][C:18]1[C:13](=[CH:14][CH:15]=[CH:16][CH:17]=1)[CH2:12]4.CN(C(ON1N=NC2C=CC=CC1=2)=[N+](C)C)C.[B-](F)(F)(F)F.[OH:49][CH2:50][CH2:51][NH2:52]. The catalyst is CN(C)C=O. The product is [OH:49][CH2:50][CH2:51][NH:52][C:22]([C:7]1[C:8]2[CH2:9][CH2:10][C:11]3([NH:20][C:21]=2[C:4]2[N:3]=[C:2]([CH3:1])[N:25]([CH3:26])[C:5]=2[CH:6]=1)[CH2:12][C:13]1[C:18](=[CH:17][CH:16]=[CH:15][CH:14]=1)[CH2:19]3)=[O:24]. The yield is 0.390.